From a dataset of Human liver microsome stability data. Regression/Classification. Given a drug SMILES string, predict its absorption, distribution, metabolism, or excretion properties. Task type varies by dataset: regression for continuous measurements (e.g., permeability, clearance, half-life) or binary classification for categorical outcomes (e.g., BBB penetration, CYP inhibition). Dataset: hlm. (1) The drug is Cc1ccc(CO)cc1NS(=O)(=O)c1ccc(-c2ccc(Br)cc2)cc1. The result is 1 (stable in human liver microsomes). (2) The result is 0 (unstable in human liver microsomes). The compound is C[C@@H]1CN(c2ccc(F)cc2C(F)(F)F)CCN1S(=O)(=O)c1ccc(N2CCOCC2)cc1F.